The task is: Predict the reactants needed to synthesize the given product.. This data is from Full USPTO retrosynthesis dataset with 1.9M reactions from patents (1976-2016). Given the product [F:16][C:15]([F:18])([F:17])[C:13]([C:21]1[CH:20]=[N:19][CH:24]=[CH:23][CH:22]=1)=[CH2:14], predict the reactants needed to synthesize it. The reactants are: CN(C)C=O.C(=O)([O-])[O-].[K+].[K+].Br[C:13]([C:15]([F:18])([F:17])[F:16])=[CH2:14].[N:19]1[CH:24]=[CH:23][CH:22]=[C:21](B(O)O)[CH:20]=1.